Predict the reaction yield, written as a fraction of the theoretical maximum amount of product (1.0 means a 100% yield; for example, 0.34 means a 34% yield). From a dataset of Reaction yield outcomes from USPTO patents with 853,638 reactions. (1) The reactants are [CH3:1][N:2]([CH3:40])[C:3]1[C:4]2[C:15]([C:16]3[CH:21]=[CH:20][CH:19]=[CH:18][CH:17]=3)=[C:14]([C:22]3[CH:27]=[CH:26][C:25]([C:28]4([NH:32][C:33](=[O:39])[O:34][C:35]([CH3:38])([CH3:37])[CH3:36])[CH2:31][CH2:30][CH2:29]4)=[CH:24][CH:23]=3)[O:13][C:5]=2[N:6]=[C:7](S(C)(=O)=O)[N:8]=1.[NH2:41][CH2:42][CH2:43][OH:44]. The catalyst is FC(F)(F)C1C=CC=CC=1.CN(C=O)C.CCOC(C)=O.O. The product is [CH3:1][N:2]([CH3:40])[C:3]1[C:4]2[C:15]([C:16]3[CH:21]=[CH:20][CH:19]=[CH:18][CH:17]=3)=[C:14]([C:22]3[CH:27]=[CH:26][C:25]([C:28]4([NH:32][C:33](=[O:39])[O:34][C:35]([CH3:38])([CH3:37])[CH3:36])[CH2:31][CH2:30][CH2:29]4)=[CH:24][CH:23]=3)[O:13][C:5]=2[N:6]=[C:7]([NH:41][CH2:42][CH2:43][OH:44])[N:8]=1. The yield is 0.550. (2) The reactants are O/[CH:2]=[C:3](/[CH2:8][C:9]1[CH:10]=[N:11][N:12]([CH3:14])[CH:13]=1)\[C:4]([O:6]C)=O.[C:15](=[NH:38])([O:17][CH2:18][CH2:19][C:20]1[CH:25]=[CH:24][C:23]([O:26][C:27]2[CH:32]=[CH:31][C:30]([Cl:33])=[C:29]([C:34]([F:37])([F:36])[F:35])[CH:28]=2)=[CH:22][CH:21]=1)[NH2:16].[C:39]([O-:42])([O-])=[O:40].[K+].[K+]. The catalyst is C1(C)C=CC=CC=1. The product is [F:35][C:34]([F:37])([F:36])[C:39]([OH:42])=[O:40].[Cl:33][C:30]1[CH:31]=[CH:32][C:27]([O:26][C:23]2[CH:24]=[CH:25][C:20]([CH2:19][CH2:18][O:17][C:15]3[NH:38][CH:2]=[C:3]([CH2:8][C:9]4[CH:10]=[N:11][N:12]([CH3:14])[CH:13]=4)[C:4](=[O:6])[N:16]=3)=[CH:21][CH:22]=2)=[CH:28][C:29]=1[C:34]([F:35])([F:36])[F:37]. The yield is 0.168.